This data is from Full USPTO retrosynthesis dataset with 1.9M reactions from patents (1976-2016). The task is: Predict the reactants needed to synthesize the given product. Given the product [Cl:14][C:11]1[CH:12]=[CH:13][C:8]([C:7]2[CH:6]=[C:5]([CH3:15])[N:4]3[C:16](=[O:28])[N:17]([CH2:19][C:20]4[CH:27]=[CH:26][C:23]([C:24]#[N:25])=[CH:22][N:21]=4)[N:18]=[C:3]3[C:2]=2[C:37]2[CH:42]=[CH:41][N:40]=[CH:39][CH:38]=2)=[CH:9][CH:10]=1, predict the reactants needed to synthesize it. The reactants are: Br[C:2]1[C:3]2[N:4]([C:16](=[O:28])[N:17]([CH2:19][C:20]3[CH:27]=[CH:26][C:23]([C:24]#[N:25])=[CH:22][N:21]=3)[N:18]=2)[C:5]([CH3:15])=[CH:6][C:7]=1[C:8]1[CH:13]=[CH:12][C:11]([Cl:14])=[CH:10][CH:9]=1.CC1(C)C(C)(C)OB([C:37]2[CH:42]=[CH:41][N:40]=[CH:39][CH:38]=2)O1.ClCCl.[O-]P([O-])([O-])=O.[K+].[K+].[K+].